This data is from Forward reaction prediction with 1.9M reactions from USPTO patents (1976-2016). The task is: Predict the product of the given reaction. (1) The product is: [Cl:18][C:19]1[CH:20]=[CH:21][C:22]2[N:23]([N:25]=[C:26]([C:39]3[CH:44]=[CH:43][CH:42]=[CH:41][CH:40]=3)[C:27]=2[CH2:28][C:29]2[N:34]=[C:33]([C:35]3[NH:37][C:1](=[O:13])[S:2][N:36]=3)[CH:32]=[CH:31][CH:30]=2)[CH:24]=1. Given the reactants [C:1](N1C=CN=C1)(N1C=CN=C1)=[S:2].[O:13]1CCCC1.[Cl:18][C:19]1[CH:20]=[CH:21][C:22]2[N:23]([N:25]=[C:26]([C:39]3[CH:44]=[CH:43][CH:42]=[CH:41][CH:40]=3)[C:27]=2[CH2:28][C:29]2[N:34]=[C:33]([C:35]([NH:37]O)=[NH:36])[CH:32]=[CH:31][CH:30]=2)[CH:24]=1.Cl, predict the reaction product. (2) Given the reactants [F:1][C:2]1[CH:7]=[CH:6][C:5]([N:8]2[C:16]3[C:11](=[CH:12][C:13]([C:17]#[C:18][CH2:19][CH2:20][CH2:21][OH:22])=[CH:14][CH:15]=3)[CH:10]=[CH:9]2)=[CH:4][CH:3]=1.[CH3:23][S:24](Cl)(=[O:26])=[O:25].C(N(CC)CC)C, predict the reaction product. The product is: [F:1][C:2]1[CH:7]=[CH:6][C:5]([N:8]2[C:16]3[C:11](=[CH:12][C:13]([C:17]#[C:18][CH2:19][CH2:20][CH2:21][O:22][S:24]([CH3:23])(=[O:26])=[O:25])=[CH:14][CH:15]=3)[CH:10]=[CH:9]2)=[CH:4][CH:3]=1. (3) Given the reactants [NH2:1][N:2]1[CH:6]=[CH:5][N:4]=[C:3]1[C:7]([O:9]CC)=O.C(O)(=O)C.[CH:16](N)=[NH:17], predict the reaction product. The product is: [N:1]1[N:2]2[CH:6]=[CH:5][N:4]=[C:3]2[C:7](=[O:9])[NH:17][CH:16]=1. (4) Given the reactants [F:1][C:2]1[C:7]([F:8])=[CH:6][C:5]([NH2:9])=[C:4]([NH2:10])[CH:3]=1.C([O:15][C:16](=O)[CH2:17][C:18](=O)[C:19]1[CH:24]=[CH:23][CH:22]=[C:21]([C:25]2[CH:26]=[N:27][CH:28]=[CH:29][CH:30]=2)[CH:20]=1)(C)(C)C, predict the reaction product. The product is: [F:1][C:2]1[C:7]([F:8])=[CH:6][C:5]2[NH:9][C:16](=[O:15])[CH2:17][C:18]([C:19]3[CH:24]=[CH:23][CH:22]=[C:21]([C:25]4[CH:26]=[N:27][CH:28]=[CH:29][CH:30]=4)[CH:20]=3)=[N:10][C:4]=2[CH:3]=1. (5) Given the reactants [C:1]([O:5][C:6]([N:8]1[CH2:12][CH2:11][C:10]([CH2:16][O:17][CH3:18])([C:13]([OH:15])=O)[CH2:9]1)=[O:7])([CH3:4])([CH3:3])[CH3:2].ClCCl.C(Cl)(=O)C(Cl)=O.[Cl-].[Cl-].[F:30][C:31]([F:43])([F:42])[C:32]1[CH:33]=[N:34][C:35]2[CH2:36][CH2:37][NH:38][CH2:39][C:40]=2[CH:41]=1.C(N(CC)CC)C, predict the reaction product. The product is: [CH3:18][O:17][CH2:16][C:10]1([C:13]([N:38]2[CH2:37][CH2:36][C:35]3[N:34]=[CH:33][C:32]([C:31]([F:30])([F:42])[F:43])=[CH:41][C:40]=3[CH2:39]2)=[O:15])[CH2:11][CH2:12][N:8]([C:6]([O:5][C:1]([CH3:2])([CH3:3])[CH3:4])=[O:7])[CH2:9]1. (6) Given the reactants CC1C=CC(S(O[CH2:12][CH:13]2[CH2:17][C:16]3[CH:18]=[CH:19][CH:20]=[C:21]([C:22]4[CH:27]=[CH:26][CH:25]=[C:24]([O:28][CH3:29])[CH:23]=4)[C:15]=3[O:14]2)(=O)=O)=CC=1.[N-:30]=[N+:31]=[N-:32].[Na+], predict the reaction product. The product is: [N:30]([CH2:12][CH:13]1[CH2:17][C:16]2[CH:18]=[CH:19][CH:20]=[C:21]([C:22]3[CH:27]=[CH:26][CH:25]=[C:24]([O:28][CH3:29])[CH:23]=3)[C:15]=2[O:14]1)=[N+:31]=[N-:32].